Dataset: Catalyst prediction with 721,799 reactions and 888 catalyst types from USPTO. Task: Predict which catalyst facilitates the given reaction. Reactant: Br[C:2]1[C:3]([C:8]([F:11])([F:10])[F:9])=[N:4][CH:5]=[CH:6][CH:7]=1.C1(P(C2CCCCC2)C2C=CC=CC=2C2C(CCC)=CC(CCC)=CC=2CCC)CCCCC1.C(=O)([O-])[O-].[Cs+].[Cs+].[Cl:52][C:53]1[CH:59]=[CH:58][C:57]([O:60][CH3:61])=[CH:56][C:54]=1[NH2:55]. Product: [Cl:52][C:53]1[CH:59]=[CH:58][C:57]([O:60][CH3:61])=[CH:56][C:54]=1[NH:55][C:2]1[C:3]([C:8]([F:11])([F:10])[F:9])=[N:4][CH:5]=[CH:6][CH:7]=1. The catalyst class is: 487.